From a dataset of Reaction yield outcomes from USPTO patents with 853,638 reactions. Predict the reaction yield, written as a fraction of the theoretical maximum amount of product (1.0 means a 100% yield; for example, 0.34 means a 34% yield). The reactants are [CH2:1]([O:3][C:4]1[N:8]([CH2:9][C:10]2[CH:15]=[CH:14][C:13]([C:16]3[CH:21]=[CH:20][CH:19]=[CH:18][C:17]=3[C:22]3[NH:26][C:25](=[O:27])[O:24][N:23]=3)=[CH:12][CH:11]=2)[C:7]2[C:28]([C:32]([OH:34])=[O:33])=[CH:29][CH:30]=[CH:31][C:6]=2[N:5]=1)[CH3:2].Cl[CH:36]1[CH2:40][O:39][C:38](=[O:41])[O:37]1.C(N(CC)CC)C. The catalyst is CN(C=O)C. The product is [CH2:1]([O:3][C:4]1[N:8]([CH2:9][C:10]2[CH:11]=[CH:12][C:13]([C:16]3[CH:21]=[CH:20][CH:19]=[CH:18][C:17]=3[C:22]3[NH:26][C:25](=[O:27])[O:24][N:23]=3)=[CH:14][CH:15]=2)[C:7]2[C:28]([C:32]([O:34][CH:36]3[CH2:40][O:39][C:38](=[O:41])[O:37]3)=[O:33])=[CH:29][CH:30]=[CH:31][C:6]=2[N:5]=1)[CH3:2]. The yield is 0.220.